This data is from CYP2C9 inhibition data for predicting drug metabolism from PubChem BioAssay. The task is: Regression/Classification. Given a drug SMILES string, predict its absorption, distribution, metabolism, or excretion properties. Task type varies by dataset: regression for continuous measurements (e.g., permeability, clearance, half-life) or binary classification for categorical outcomes (e.g., BBB penetration, CYP inhibition). Dataset: cyp2c9_veith. (1) The compound is CCSc1nnc2n(N)c(=O)c3ccccc3n12. The result is 0 (non-inhibitor). (2) The compound is COc1cccc(Cn2c(=O)c(-c3cn(C)c4ccccc34)nc3cnc(N4CCNCC4)nc32)c1. The result is 1 (inhibitor).